From a dataset of NCI-60 drug combinations with 297,098 pairs across 59 cell lines. Regression. Given two drug SMILES strings and cell line genomic features, predict the synergy score measuring deviation from expected non-interaction effect. (1) Drug 1: CC(C1=C(C=CC(=C1Cl)F)Cl)OC2=C(N=CC(=C2)C3=CN(N=C3)C4CCNCC4)N. Drug 2: CC(C)CN1C=NC2=C1C3=CC=CC=C3N=C2N. Cell line: SNB-19. Synergy scores: CSS=2.41, Synergy_ZIP=0.0452, Synergy_Bliss=0.263, Synergy_Loewe=-3.87, Synergy_HSA=-1.88. (2) Synergy scores: CSS=66.3, Synergy_ZIP=-3.99, Synergy_Bliss=-7.98, Synergy_Loewe=-5.37, Synergy_HSA=-3.28. Drug 2: C1=CN(C(=O)N=C1N)C2C(C(C(O2)CO)O)O.Cl. Cell line: NCI-H460. Drug 1: C1=C(C(=O)NC(=O)N1)F. (3) Drug 1: C1=CC(=C2C(=C1NCCNCCO)C(=O)C3=C(C=CC(=C3C2=O)O)O)NCCNCCO. Drug 2: CN(C)N=NC1=C(NC=N1)C(=O)N. Cell line: SK-OV-3. Synergy scores: CSS=57.2, Synergy_ZIP=-4.13, Synergy_Bliss=-4.01, Synergy_Loewe=-42.2, Synergy_HSA=-2.52. (4) Drug 1: C1=CC(=CC=C1CCCC(=O)O)N(CCCl)CCCl. Drug 2: CCC1=C2CN3C(=CC4=C(C3=O)COC(=O)C4(CC)O)C2=NC5=C1C=C(C=C5)O. Cell line: LOX IMVI. Synergy scores: CSS=51.8, Synergy_ZIP=-5.19, Synergy_Bliss=-2.89, Synergy_Loewe=-0.675, Synergy_HSA=1.64. (5) Drug 1: CNC(=O)C1=CC=CC=C1SC2=CC3=C(C=C2)C(=NN3)C=CC4=CC=CC=N4. Drug 2: CS(=O)(=O)C1=CC(=C(C=C1)C(=O)NC2=CC(=C(C=C2)Cl)C3=CC=CC=N3)Cl. Cell line: NCI-H522. Synergy scores: CSS=8.11, Synergy_ZIP=-3.27, Synergy_Bliss=-0.509, Synergy_Loewe=-3.78, Synergy_HSA=-0.549. (6) Drug 1: CC1=C2C(C(=O)C3(C(CC4C(C3C(C(C2(C)C)(CC1OC(=O)C(C(C5=CC=CC=C5)NC(=O)OC(C)(C)C)O)O)OC(=O)C6=CC=CC=C6)(CO4)OC(=O)C)OC)C)OC. Drug 2: CN(CCCl)CCCl.Cl. Cell line: OVCAR-5. Synergy scores: CSS=54.4, Synergy_ZIP=8.60, Synergy_Bliss=9.74, Synergy_Loewe=-4.38, Synergy_HSA=9.89.